This data is from Catalyst prediction with 721,799 reactions and 888 catalyst types from USPTO. The task is: Predict which catalyst facilitates the given reaction. (1) Reactant: [F-].C([N+](CCCC)(CCCC)CCCC)CCC.O.C(O)(=O)C.[Si]([O:41][CH2:42][CH2:43][CH:44]([C:53]1[C:57]([CH:58]2[CH2:60][CH2:59]2)=[C:56]([CH:61]2[CH2:64][CH:63]([CH2:65][CH:66]([CH2:69][CH3:70])[CH2:67][CH3:68])[CH2:62]2)[O:55][N:54]=1)[CH2:45][C:46]([O:48][C:49]([CH3:52])([CH3:51])[CH3:50])=[O:47])(C(C)(C)C)(C1C=CC=CC=1)C1C=CC=CC=1. Product: [CH:58]1([C:57]2[C:53]([CH:44]([CH2:43][CH2:42][OH:41])[CH2:45][C:46]([O:48][C:49]([CH3:51])([CH3:50])[CH3:52])=[O:47])=[N:54][O:55][C:56]=2[CH:61]2[CH2:62][CH:63]([CH2:65][CH:66]([CH2:69][CH3:70])[CH2:67][CH3:68])[CH2:64]2)[CH2:59][CH2:60]1. The catalyst class is: 7. (2) Reactant: [CH3:1][S:2](Cl)(=[O:4])=[O:3].[NH2:6][CH2:7][CH2:8][O:9][C:10]1[N:15]=[C:14]([C:16]([NH:18][O:19][CH3:20])=[O:17])[CH:13]=[C:12]([N:21]2[CH2:26][CH2:25][CH:24]([NH:27][C:28]([C:30]3[NH:31][C:32]([CH3:37])=[C:33]([Cl:36])[C:34]=3[Cl:35])=[O:29])[CH2:23][CH2:22]2)[N:11]=1. Product: [Cl:35][C:34]1[C:33]([Cl:36])=[C:32]([CH3:37])[NH:31][C:30]=1[C:28]([NH:27][CH:24]1[CH2:23][CH2:22][N:21]([C:12]2[N:11]=[C:10]([O:9][CH2:8][CH2:7][NH:6][S:2]([CH3:1])(=[O:4])=[O:3])[N:15]=[C:14]([C:16]([NH:18][O:19][CH3:20])=[O:17])[CH:13]=2)[CH2:26][CH2:25]1)=[O:29]. The catalyst class is: 3. (3) Reactant: C(O)(C(F)(F)F)=O.CC([N:12]([CH2:16][C@@H:17]([NH:25][C:26]([C:28]1[S:29][CH:30]=[C:31]([C:33]2[N:37]([CH3:38])[N:36]=[CH:35][N:34]=2)[CH:32]=1)=[O:27])[CH2:18][C:19]1[CH:24]=[CH:23][CH:22]=[CH:21][CH:20]=1)C(=O)[O-])(C)C. Product: [NH2:12][CH2:16][C@@H:17]([NH:25][C:26]([C:28]1[S:29][CH:30]=[C:31]([C:33]2[N:37]([CH3:38])[N:36]=[CH:35][N:34]=2)[CH:32]=1)=[O:27])[CH2:18][C:19]1[CH:24]=[CH:23][CH:22]=[CH:21][CH:20]=1. The catalyst class is: 2. (4) The catalyst class is: 7. Product: [CH3:7][C:4]1[N:3]([C:8]2[CH:12]=[C:11]([CH2:21][CH2:20][OH:19])[N:10]([CH3:13])[N:9]=2)[C:2]([CH3:1])=[CH:6][CH:5]=1. Reactant: [CH3:1][C:2]1[N:3]([C:8]2[CH:12]=[CH:11][N:10]([CH3:13])[N:9]=2)[C:4]([CH3:7])=[CH:5][CH:6]=1.C([Li])CCC.[O:19]1[CH2:21][CH2:20]1.[B-](F)(F)(F)[O+]1CCCC1.[Cl-].[NH4+].